Dataset: Full USPTO retrosynthesis dataset with 1.9M reactions from patents (1976-2016). Task: Predict the reactants needed to synthesize the given product. (1) Given the product [CH2:18]([N:6]([CH2:18][C:19]1[CH:24]=[CH:23][CH:22]=[CH:21][CH:20]=1)[C:5]1[CH:7]=[C:8]([F:9])[C:2]([Br:1])=[CH:3][C:4]=1[F:10])[C:19]1[CH:24]=[CH:23][CH:22]=[CH:21][CH:20]=1, predict the reactants needed to synthesize it. The reactants are: [Br:1][C:2]1[C:8]([F:9])=[CH:7][C:5]([NH2:6])=[C:4]([F:10])[CH:3]=1.C(=O)([O-])[O-].[K+].[K+].Br[CH2:18][C:19]1[CH:24]=[CH:23][CH:22]=[CH:21][CH:20]=1. (2) Given the product [CH2:28]([N:32]([CH2:37][CH2:38][CH2:39][CH3:40])[CH2:33][CH2:34][CH2:35][NH:36][CH2:1][C:3]1[CH:12]=[CH:11][C:6]([C:7]([O:9][CH3:10])=[O:8])=[CH:5][CH:4]=1)[CH2:29][CH2:30][CH3:31], predict the reactants needed to synthesize it. The reactants are: [CH:1]([C:3]1[CH:12]=[CH:11][C:6]([C:7]([O:9][CH3:10])=[O:8])=[CH:5][CH:4]=1)=O.C[Si](C)(C)CCOCN1C=CN=C1C=O.[CH2:28]([N:32]([CH2:37][CH2:38][CH2:39][CH3:40])[CH2:33][CH2:34][CH2:35][NH2:36])[CH2:29][CH2:30][CH3:31]. (3) Given the product [F:24][C:25]([F:36])([F:35])[C:26]([NH:17][C@@H:15]([CH3:16])[C@@H:14]([C:18]1[CH:19]=[CH:20][CH:21]=[CH:22][CH:23]=1)[O:13][C:9]1[CH:8]=[C:7]2[C:12](=[CH:11][CH:10]=1)[N:4]([CH:1]([CH3:2])[CH3:3])[N:5]=[CH:6]2)=[O:27], predict the reactants needed to synthesize it. The reactants are: [CH:1]([N:4]1[C:12]2[C:7](=[CH:8][C:9]([O:13][C@H:14]([C:18]3[CH:23]=[CH:22][CH:21]=[CH:20][CH:19]=3)[C@@H:15]([NH2:17])[CH3:16])=[CH:10][CH:11]=2)[CH:6]=[N:5]1)([CH3:3])[CH3:2].[F:24][C:25]([F:36])([F:35])[C:26](O[C:26](=[O:27])[C:25]([F:36])([F:35])[F:24])=[O:27]. (4) Given the product [CH2:1]([O:8][C:9]1[C:10]([O:18][CH3:19])=[CH:11][C:12]([C:15](=[O:17])[CH3:16])=[C:13]([N+:20]([O-:22])=[O:21])[CH:14]=1)[C:2]1[CH:3]=[CH:4][CH:5]=[CH:6][CH:7]=1, predict the reactants needed to synthesize it. The reactants are: [CH2:1]([O:8][C:9]1[CH:14]=[CH:13][C:12]([C:15](=[O:17])[CH3:16])=[CH:11][C:10]=1[O:18][CH3:19])[C:2]1[CH:7]=[CH:6][CH:5]=[CH:4][CH:3]=1.[N+:20]([O-])([OH:22])=[O:21].O. (5) Given the product [OH:33][CH:32]([CH2:34][OH:21])[CH2:31][N:10]1[C:11]2[C:6](=[CH:5][CH:4]=[C:3]([O:2][CH3:1])[CH:12]=2)[N:7]=[CH:8][C:9]1=[O:16], predict the reactants needed to synthesize it. The reactants are: [CH3:1][O:2][C:3]1[CH:12]=[C:11]2[C:6]([N:7]=[CH:8][C:9](=[O:16])[N:10]2CC=C)=[CH:5][CH:4]=1.C[N+]1([O-])CC[O:21]CC1.O1CCCC1.O.[CH3:31][C:32]([CH3:34])=[O:33]. (6) Given the product [Cl:1][C:2]1[CH:3]=[C:4]([C:8]#[C:9][C:10]2[CH2:14][C:13]3([CH2:18][CH2:17][N:16]([C:26]([N:23]4[CH2:24][CH2:25][N:20]([CH3:19])[CH2:21][CH2:22]4)=[O:27])[CH2:15]3)[O:12][N:11]=2)[CH:5]=[CH:6][CH:7]=1, predict the reactants needed to synthesize it. The reactants are: [Cl:1][C:2]1[CH:3]=[C:4]([C:8]#[C:9][C:10]2[CH2:14][C:13]3([CH2:18][CH2:17][NH:16][CH2:15]3)[O:12][N:11]=2)[CH:5]=[CH:6][CH:7]=1.[CH3:19][N:20]1[CH2:25][CH2:24][N:23]([C:26](Cl)=[O:27])[CH2:22][CH2:21]1. (7) Given the product [CH2:25]([NH:35][CH2:13][C@@H:11]([OH:12])[C@@H:10]([NH:14][C:15](=[O:24])[C:44]1[CH:48]=[CH:49][CH:50]=[C:42]([C:40]([N:39]([CH3:36])[CH2:53][CH2:54][CH3:55])=[O:41])[CH:43]=1)[CH2:9][C:4]1[CH:5]=[C:6]([F:8])[CH:7]=[C:2]([F:1])[CH:3]=1)[C:34]1[CH:29]=[CH:30][CH:31]=[CH:32][CH:33]=1, predict the reactants needed to synthesize it. The reactants are: [F:1][C:2]1[CH:3]=[C:4]([CH2:9][C@H:10]([NH:14][C:15](=[O:24])OCC2C=CC=CC=2)[C@H:11]2[CH2:13][O:12]2)[CH:5]=[C:6]([F:8])[CH:7]=1.[CH:25]1([NH2:35])[C:34]2[C:29](=[CH:30][CH:31]=[CH:32][CH:33]=2)CCC1.[CH2:36]([N:39]([CH2:53][CH2:54][CH3:55])[C:40]([C:42]1[CH:43]=[C:44]([CH:48]=[C:49](CC)[CH:50]=1)C(O)=O)=[O:41])CC. (8) Given the product [Br:1][C:2]1[N:3]=[C:4]2[C:10]([NH:11][C:44](=[O:45])[C:43]3[CH:47]=[CH:48][CH:49]=[CH:50][C:42]=3[CH2:41][Br:40])=[CH:9][N:8]([C:12]([C:19]3[CH:20]=[CH:21][CH:22]=[CH:23][CH:24]=3)([C:13]3[CH:14]=[CH:15][CH:16]=[CH:17][CH:18]=3)[C:25]3[CH:30]=[CH:29][CH:28]=[CH:27][CH:26]=3)[C:5]2=[N:6][CH:7]=1, predict the reactants needed to synthesize it. The reactants are: [Br:1][C:2]1[N:3]=[C:4]2[C:10]([NH2:11])=[CH:9][N:8]([C:12]([C:25]3[CH:30]=[CH:29][CH:28]=[CH:27][CH:26]=3)([C:19]3[CH:24]=[CH:23][CH:22]=[CH:21][CH:20]=3)[C:13]3[CH:18]=[CH:17][CH:16]=[CH:15][CH:14]=3)[C:5]2=[N:6][CH:7]=1.CCN(C(C)C)C(C)C.[Br:40][CH2:41][C:42]1[CH:50]=[CH:49][CH:48]=[CH:47][C:43]=1[C:44](Cl)=[O:45]. (9) The reactants are: [Si:1]([O:8][CH2:9][CH2:10][N:11]([CH3:45])[C:12]([C:14]1[C:19]([O:20][CH2:21][C:22]2[CH:27]=[CH:26][CH:25]=[CH:24][CH:23]=2)=[C:18]([OH:28])[N:17]=[C:16]([CH2:29][C:30]2([C:35]3[C:44]4[C:39](=[CH:40][CH:41]=[CH:42][CH:43]=4)[CH:38]=[CH:37][CH:36]=3)[CH2:34][CH2:33][CH2:32][CH2:31]2)[N:15]=1)=[O:13])([C:4]([CH3:7])([CH3:6])[CH3:5])([CH3:3])[CH3:2].[CH2:46]([O:53][C:54]1C(C(O)=O)=NC(CC2(C3C4C(=CC=CC=4)C=CC=3)CCCC2)=NC=1O)C1C=CC=CC=1.[Si](OCCNC1COC1)(C(C)(C)C)(C)C. Given the product [Si:1]([O:8][CH2:9][CH2:10][N:11]([CH:45]1[CH2:54][O:53][CH2:46]1)[C:12]([C:14]1[C:19]([O:20][CH2:21][C:22]2[CH:23]=[CH:24][CH:25]=[CH:26][CH:27]=2)=[C:18]([OH:28])[N:17]=[C:16]([CH2:29][C:30]2([C:35]3[C:44]4[C:39](=[CH:40][CH:41]=[CH:42][CH:43]=4)[CH:38]=[CH:37][CH:36]=3)[CH2:31][CH2:32][CH2:33][CH2:34]2)[N:15]=1)=[O:13])([C:4]([CH3:6])([CH3:7])[CH3:5])([CH3:2])[CH3:3], predict the reactants needed to synthesize it.